From a dataset of Full USPTO retrosynthesis dataset with 1.9M reactions from patents (1976-2016). Predict the reactants needed to synthesize the given product. (1) Given the product [Si:5]([O:6][CH2:7][C@@H:8]1[C@@H:41]2[C@@H:38]([O:47][CH:45]([OH:46])[CH2:43]2)[CH2:10][C@H:9]1[O:17][CH:18]1[CH2:23][CH2:22][CH2:21][CH2:20][O:19]1)([C:33]([CH3:32])([CH3:34])[CH3:35])([CH3:1])[CH3:36], predict the reactants needed to synthesize it. The reactants are: [C:1]([SiH2:5][O:6][C:7](C)(C)[C@H:8]1[C@@H]2[C@@H](OC(=O)C2)[CH2:10][C@H:9]1[O:17][CH:18]1[CH2:23][CH2:22][CH2:21][CH2:20][O:19]1)(C)(C)C.[H-].[CH2:32]([Al+][CH2:32][CH:33]([CH3:35])[CH3:34])[CH:33]([CH3:35])[CH3:34].[CH3:36]O.[C:38]([CH:41]([CH:43]([C:45]([O-:47])=[O:46])O)O)([O-])=O.[Na+].[K+]. (2) Given the product [NH2:10][C:11]1[C:28]([CH3:29])=[CH:27][C:14]([O:15][CH2:16][C:17]([N:19]([CH3:26])[CH:20]2[CH2:25][CH2:24][N:23]([CH2:1][CH2:2][C:3]3[CH:8]=[CH:7][CH:6]=[CH:5][CH:4]=3)[CH2:22][CH2:21]2)=[O:18])=[C:13]([CH3:30])[C:12]=1[CH3:31], predict the reactants needed to synthesize it. The reactants are: [CH2:1](Br)[CH2:2][C:3]1[CH:8]=[CH:7][CH:6]=[CH:5][CH:4]=1.[NH2:10][C:11]1[C:28]([CH3:29])=[CH:27][C:14]([O:15][CH2:16][C:17]([N:19]([CH3:26])[CH:20]2[CH2:25][CH2:24][NH:23][CH2:22][CH2:21]2)=[O:18])=[C:13]([CH3:30])[C:12]=1[CH3:31].C(N(CC)CC)C.[Cl-].[NH4+]. (3) Given the product [CH3:1][N:2]1[CH2:3][CH2:4][N:5]([C:8]2[N:9]=[CH:10][C:11](/[CH:14]=[CH:15]/[C:17]3[C:25]4[C:20](=[CH:21][C:22]([CH:26]=[O:27])=[CH:23][CH:24]=4)[N:19]([CH2:28][O:29][CH2:30][CH2:31][Si:32]([CH3:35])([CH3:34])[CH3:33])[N:18]=3)=[CH:12][CH:13]=2)[CH2:6][CH2:7]1, predict the reactants needed to synthesize it. The reactants are: [CH3:1][N:2]1[CH2:7][CH2:6][N:5]([C:8]2[CH:13]=[CH:12][C:11]([CH:14]=[CH2:15])=[CH:10][N:9]=2)[CH2:4][CH2:3]1.I[C:17]1[C:25]2[C:20](=[CH:21][C:22]([CH:26]=[O:27])=[CH:23][CH:24]=2)[N:19]([CH2:28][O:29][CH2:30][CH2:31][Si:32]([CH3:35])([CH3:34])[CH3:33])[N:18]=1. (4) Given the product [CH3:10][O:11][C:21](=[O:22])[CH2:17][C:18](=[O:19])[N:2]1[CH2:7][CH2:6][C:5](=[O:8])[CH2:4][CH2:3]1, predict the reactants needed to synthesize it. The reactants are: O.[NH:2]1[CH2:7][CH2:6][C:5](=[O:8])[CH2:4][CH2:3]1.Cl.[C:10](=O)([O-])[O-:11].[Na+].[Na+].C[CH:17]([C:21](Cl)=[O:22])[C:18](Cl)=[O:19]. (5) Given the product [F:1][C:2]1[CH:9]=[CH:8][CH:7]=[CH:6][C:3]=1[CH2:4][C:16]([CH:11]1[CH2:14][CH2:12]1)=[O:18], predict the reactants needed to synthesize it. The reactants are: [F:1][C:2]1[CH:9]=[CH:8][CH:7]=[CH:6][C:3]=1[CH2:4]Br.[Mg].[CH:11]1([C:14]#N)C[CH2:12]1.[CH2:16]([O:18]CC)C. (6) Given the product [NH2:24][CH2:23][C:3]1[C:4]([C:14]2[C:15]([CH3:22])=[CH:16][C:17]([CH3:21])=[CH:18][C:19]=2[CH3:20])=[N:5][C:6]2[N:7]([N:8]=[C:9]3[CH2:13][S:12][CH2:11][C:10]=23)[C:2]=1[NH2:1], predict the reactants needed to synthesize it. The reactants are: [NH2:1][C:2]1[N:7]2[N:8]=[C:9]3[CH2:13][S:12][CH2:11][C:10]3=[C:6]2[N:5]=[C:4]([C:14]2[C:19]([CH3:20])=[CH:18][C:17]([CH3:21])=[CH:16][C:15]=2[CH3:22])[C:3]=1[C:23]#[N:24].Cl.CO. (7) The reactants are: [CH2:1]([OH:4])[CH2:2][CH3:3].[H-].[Na+].Cl[C:8]1[CH:9]=[CH:10][C:11]2[CH2:12][N:13]([C:19]([O:21][C:22]([CH3:25])([CH3:24])[CH3:23])=[O:20])[CH2:14][CH2:15][O:16][C:17]=2[N:18]=1.O. Given the product [CH2:1]([O:4][C:8]1[CH:9]=[CH:10][C:11]2[CH2:12][N:13]([C:19]([O:21][C:22]([CH3:25])([CH3:24])[CH3:23])=[O:20])[CH2:14][CH2:15][O:16][C:17]=2[N:18]=1)[CH2:2][CH3:3], predict the reactants needed to synthesize it. (8) The reactants are: Cl[C:2]1[CH:3]=[C:4]([CH:8]=[C:9]([Cl:11])[N:10]=1)[C:5]([OH:7])=[O:6].[H-].[Na+].[OH2:14]. Given the product [Cl:11][C:9]1[CH:8]=[C:4]([CH:3]=[C:2]([O:14][CH2:9][CH2:8][CH2:4][CH:3]=[CH2:2])[N:10]=1)[C:5]([OH:7])=[O:6], predict the reactants needed to synthesize it. (9) The reactants are: [CH2:1]([O:3][C:4](=[O:27])[C:5]([O:8][C:9]1[CH:14]=[CH:13][C:12]([O:15][CH2:16][CH2:17][NH:18]C(OC(C)(C)C)=O)=[CH:11][C:10]=1[CH3:26])([CH3:7])[CH3:6])[CH3:2].FC(F)(F)C(O)=O. Given the product [CH2:1]([O:3][C:4](=[O:27])[C:5]([O:8][C:9]1[CH:14]=[CH:13][C:12]([O:15][CH2:16][CH2:17][NH2:18])=[CH:11][C:10]=1[CH3:26])([CH3:6])[CH3:7])[CH3:2], predict the reactants needed to synthesize it.